From a dataset of Reaction yield outcomes from USPTO patents with 853,638 reactions. Predict the reaction yield, written as a fraction of the theoretical maximum amount of product (1.0 means a 100% yield; for example, 0.34 means a 34% yield). (1) The reactants are [F:1][C:2]1[CH:8]=[CH:7][C:5]([NH2:6])=[CH:4][CH:3]=1.Cl[C:10]1[CH:18]=[CH:17][CH:16]=[CH:15][C:11]=1[C:12]([OH:14])=[O:13].C(=O)([O-])[O-].[Na+].[Na+].C. The catalyst is O.C(O)CO. The product is [F:1][C:2]1[CH:8]=[CH:7][C:5]([NH:6][C:10]2[C:11](=[CH:15][CH:16]=[CH:17][CH:18]=2)[C:12]([OH:14])=[O:13])=[CH:4][CH:3]=1. The yield is 0.370. (2) The reactants are [CH3:1][O:2][C:3]1[C:7]2[C:8](=[O:25])[N:9]([CH2:16][C:17](=[O:24])[C:18]3[CH:23]=[CH:22][CH:21]=[CH:20][CH:19]=3)[C:10]3[CH:11]=[CH:12][CH:13]=[CH:14][C:15]=3[C:6]=2[S:5][C:4]=1[C:26]([N:28]1[CH2:33][CH2:32][CH2:31][CH2:30][CH:29]1[CH2:34][NH:35]C(=O)OC(C)(C)C)=[O:27].C(OC(=O)C)C.[ClH:49]. The catalyst is C(OCC)(=O)C. The product is [ClH:49].[NH2:35][CH2:34][CH:29]1[CH2:30][CH2:31][CH2:32][CH2:33][N:28]1[C:26]([C:4]1[S:5][C:6]2[C:15]3[CH:14]=[CH:13][CH:12]=[CH:11][C:10]=3[N:9]([CH2:16][C:17](=[O:24])[C:18]3[CH:19]=[CH:20][CH:21]=[CH:22][CH:23]=3)[C:8](=[O:25])[C:7]=2[C:3]=1[O:2][CH3:1])=[O:27]. The yield is 0.670. (3) The reactants are [CH3:1][O:2][C:3]1[CH:12]=[C:11]2[C:6]([C:7](=O)[CH:8]=[CH:9][NH:10]2)=[CH:5][C:4]=1[O:14]C(=O)C.O=P(Cl)(Cl)[Cl:20]. The catalyst is C(Cl)(Cl)Cl. The product is [Cl:20][C:7]1[C:6]2[C:11](=[CH:12][C:3]([O:2][CH3:1])=[C:4]([OH:14])[CH:5]=2)[N:10]=[CH:9][CH:8]=1. The yield is 0.730. (4) The yield is 0.160. The catalyst is C1COCC1. The product is [C:38]([O:37][C:35]([N:31]1[CH2:32][CH2:33][CH2:34][C:30]1([CH2:42][C:43]1[CH:44]=[CH:45][CH:46]=[CH:47][CH:48]=1)[C:28]([C:2]1[CH:3]=[C:4]2[C:8](=[CH:9][CH:10]=1)[N:7]([Si:11]([CH:15]([CH3:16])[CH3:17])([CH:18]([CH3:19])[CH3:20])[CH:12]([CH3:13])[CH3:14])[CH:6]=[CH:5]2)=[O:27])=[O:36])([CH3:41])([CH3:39])[CH3:40]. The reactants are Br[C:2]1[CH:3]=[C:4]2[C:8](=[CH:9][CH:10]=1)[N:7]([Si:11]([CH:18]([CH3:20])[CH3:19])([CH:15]([CH3:17])[CH3:16])[CH:12]([CH3:14])[CH3:13])[CH:6]=[CH:5]2.C([Li])(C)(C)C.C[O:27][C:28]([C@:30]1([CH2:42][C:43]2[CH:48]=[CH:47][CH:46]=[CH:45][CH:44]=2)[CH2:34][CH2:33][CH2:32][N:31]1[C:35]([O:37][C:38]([CH3:41])([CH3:40])[CH3:39])=[O:36])=O. (5) The reactants are [C:1]([O:5][C:6]([NH:8][CH2:9][CH2:10][CH:11]1[CH2:16][CH2:15][NH:14][CH2:13][CH2:12]1)=[O:7])([CH3:4])([CH3:3])[CH3:2].C[Si]([N:21]=[C:22]=[O:23])(C)C. The catalyst is ClCCl. The product is [C:1]([O:5][C:6]([NH:8][CH2:9][CH2:10][CH:11]1[CH2:12][CH2:13][N:14]([C:22]([NH2:21])=[O:23])[CH2:15][CH2:16]1)=[O:7])([CH3:4])([CH3:2])[CH3:3]. The yield is 0.520.